This data is from CYP2D6 inhibition data for predicting drug metabolism from PubChem BioAssay. The task is: Regression/Classification. Given a drug SMILES string, predict its absorption, distribution, metabolism, or excretion properties. Task type varies by dataset: regression for continuous measurements (e.g., permeability, clearance, half-life) or binary classification for categorical outcomes (e.g., BBB penetration, CYP inhibition). Dataset: cyp2d6_veith. (1) The result is 1 (inhibitor). The molecule is Fc1ccc(C(OCCCc2cnc[nH]2)c2ccc(F)cc2)cc1. (2) The compound is C[C@@](N)(C(=O)O)c1ccc(S(=O)(=O)O)cc1. The result is 0 (non-inhibitor). (3) The compound is O=C(c1cc(C(F)(F)F)cc(C(F)(F)F)c1)N1CCC2(CC1)CN(c1ccccc1)C2. The result is 0 (non-inhibitor). (4) The drug is CC(C)c1ccc2c(c1)CC[C@H]1[C@@](C)(CN)CCC[C@@]21C.O=C(O)c1ccccc1. The result is 1 (inhibitor). (5) The result is 0 (non-inhibitor). The compound is Cc1nc2ccc(S(=O)(=O)NC(CC(C)C)C(=O)O)cc2s1. (6) The result is 0 (non-inhibitor). The molecule is COc1cccc(C(C#N)N2N=C(C)CC2(C)C)c1O. (7) The compound is CC(C)NC(=O)c1ccccc1NC(=O)/C=C/c1ccc([N+](=O)[O-])cc1. The result is 0 (non-inhibitor).